This data is from Full USPTO retrosynthesis dataset with 1.9M reactions from patents (1976-2016). The task is: Predict the reactants needed to synthesize the given product. (1) The reactants are: [CH:1]([C@H:3]1[CH2:7][O:6][C:5]([CH3:9])([CH3:8])[N:4]1[C:10]([O:12][C:13]([CH3:16])([CH3:15])[CH3:14])=[O:11])=[O:2].[CH:17]1([Mg]Br)[CH2:19][CH2:18]1. Given the product [CH:17]1([CH:1]([OH:2])[C@H:3]2[CH2:7][O:6][C:5]([CH3:9])([CH3:8])[N:4]2[C:10]([O:12][C:13]([CH3:16])([CH3:15])[CH3:14])=[O:11])[CH2:19][CH2:18]1, predict the reactants needed to synthesize it. (2) Given the product [CH2:1]([S:3][C:4]1[CH:9]=[CH:8][C:7]([B:20]([OH:21])[OH:19])=[C:6]([CH3:11])[CH:5]=1)[CH3:2], predict the reactants needed to synthesize it. The reactants are: [CH2:1]([S:3][C:4]1[CH:9]=[CH:8][C:7](Br)=[C:6]([CH3:11])[CH:5]=1)[CH3:2].[Mg].BrC(Br)C.[Br-].C[O:19][B:20](OC)[O:21]C. (3) Given the product [CH3:8][C:6]1[C:5]([N+:9]([O-:11])=[O:10])=[CH:4][N:3]=[C:2]([NH:20][CH2:19][CH2:18][NH2:21])[CH:7]=1, predict the reactants needed to synthesize it. The reactants are: Cl[C:2]1[CH:7]=[C:6]([CH3:8])[C:5]([N+:9]([O-:11])=[O:10])=[CH:4][N:3]=1.C(=O)([O-])[O-].[K+].[K+].[CH2:18]([NH2:21])[CH2:19][NH2:20]. (4) Given the product [C:1]([C:5]1[O:9][N:8]=[C:7]([NH:10][C:11]([NH:13][C:14]2[CH:19]=[CH:18][CH:17]=[C:16]([O:20][C:22]3[C:31]4[C:26](=[CH:27][C:28]([O:34][CH2:35][CH3:36])=[C:29]([O:32][CH3:33])[CH:30]=4)[N:25]=[CH:24][N:23]=3)[CH:15]=2)=[O:12])[CH:6]=1)([CH3:4])([CH3:2])[CH3:3], predict the reactants needed to synthesize it. The reactants are: [C:1]([C:5]1[O:9][N:8]=[C:7]([NH:10][C:11]([NH:13][C:14]2[CH:19]=[CH:18][CH:17]=[C:16]([OH:20])[CH:15]=2)=[O:12])[CH:6]=1)([CH3:4])([CH3:3])[CH3:2].Cl[C:22]1[C:31]2[C:26](=[CH:27][C:28]([O:34][CH2:35][CH3:36])=[C:29]([O:32][CH3:33])[CH:30]=2)[N:25]=[CH:24][N:23]=1.CC(C)([O-])C.[K+]. (5) Given the product [CH:10]1([CH:16]=[C:5]([NH:3][CH:4]=[O:20])[C:6]([O:8][CH3:9])=[O:7])[CH2:15][CH2:14][CH2:13][CH2:12][CH2:11]1, predict the reactants needed to synthesize it. The reactants are: [H-].[Na+].[N+:3]([CH2:5][C:6]([O:8][CH3:9])=[O:7])#[C-:4].[CH:10]1([CH:16]=O)[CH2:15][CH2:14][CH2:13][CH2:12][CH2:11]1.C(O)(=[O:20])C. (6) Given the product [CH2:1]([N:8]1[CH2:12][C:13]2[N:14]=[CH:15][C:16]([N:20]([CH:22]3[CH2:25][CH2:24][CH2:23]3)[CH3:21])=[N:17][C:18]=2[O:11][CH2:10][CH2:9]1)[C:2]1[CH:7]=[CH:6][CH:5]=[CH:4][CH:3]=1, predict the reactants needed to synthesize it. The reactants are: [CH2:1]([N:8]([CH2:12][C:13]1[C:18](Cl)=[N:17][C:16]([N:20]([CH:22]2[CH2:25][CH2:24][CH2:23]2)[CH3:21])=[CH:15][N:14]=1)[CH2:9][CH2:10][OH:11])[C:2]1[CH:7]=[CH:6][CH:5]=[CH:4][CH:3]=1.CC(C)([O-])C.[K+].O.